Dataset: Forward reaction prediction with 1.9M reactions from USPTO patents (1976-2016). Task: Predict the product of the given reaction. (1) Given the reactants [NH2:1][C@H:2]1[CH2:7][CH2:6][C@H:5]([NH:8][C:9]2[CH:14]=[C:13]([C:15]3[CH:20]=[CH:19][CH:18]=[C:17]([NH:21][CH2:22][C@H]4CCCN(C(OC(C)(C)C)=O)C4)[N:16]=3)[C:12]([Cl:36])=[CH:11][N:10]=2)[CH2:4][CH2:3]1.[C:37](=[O:54])(ON1C(=O)CCC1=O)[O:38][CH2:39][C:40]1[CH:45]=[CH:44][CH:43]=[CH:42][CH:41]=1.Cl.O1[CH2:61][CH2:60]OCC1, predict the reaction product. The product is: [Cl:36][C:12]1[C:13]([C:15]2[CH:20]=[CH:19][CH:18]=[C:17]([N:21]([C@H:61]3[CH2:60][CH2:4][CH2:5][NH:8][CH2:9]3)[CH3:22])[N:16]=2)=[CH:14][C:9]([NH:8][C@H:5]2[CH2:6][CH2:7][C@H:2]([NH:1][C:37](=[O:54])[O:38][CH2:39][C:40]3[CH:41]=[CH:42][CH:43]=[CH:44][CH:45]=3)[CH2:3][CH2:4]2)=[N:10][CH:11]=1. (2) Given the reactants [CH2:1]1[O:11][C:4]2([CH2:9][CH2:8][C:7](=O)[CH2:6][CH2:5]2)[O:3][CH2:2]1.C[Si]([N-][Si](C)(C)C)(C)C.[Li+].FC(F)(F)S(N(C1C=CC(Cl)=CN=1)S(C(F)(F)F)(=O)=O)(=O)=O.[CH2:44]([O:46][C:47]([C:49]1[CH:54]=[CH:53][C:52](B(O)O)=[CH:51][CH:50]=1)=[O:48])[CH3:45].C(=O)([O-])[O-].[Na+].[Na+], predict the reaction product. The product is: [O:3]1[C:4]2([CH2:9][CH2:8][C:7]([C:52]3[CH:53]=[CH:54][C:49]([C:47]([O:46][CH2:44][CH3:45])=[O:48])=[CH:50][CH:51]=3)=[CH:6][CH2:5]2)[O:11][CH2:1][CH2:2]1. (3) Given the reactants [C:1]1([S:7][C:8]2[C:16]3[C:11](=[CH:12][CH:13]=[CH:14][CH:15]=3)[NH:10][C:9]=2[C:17]([N:19]2[CH2:24][CH2:23][NH:22][CH2:21][CH2:20]2)=[O:18])[CH:6]=[CH:5][CH:4]=[CH:3][CH:2]=1.[ClH:25].CCOCC, predict the reaction product. The product is: [ClH:25].[C:1]1([S:7][C:8]2[C:16]3[C:11](=[CH:12][CH:13]=[CH:14][CH:15]=3)[NH:10][C:9]=2[C:17]([N:19]2[CH2:24][CH2:23][NH:22][CH2:21][CH2:20]2)=[O:18])[CH:2]=[CH:3][CH:4]=[CH:5][CH:6]=1.